Dataset: Peptide-MHC class II binding affinity with 134,281 pairs from IEDB. Task: Regression. Given a peptide amino acid sequence and an MHC pseudo amino acid sequence, predict their binding affinity value. This is MHC class II binding data. (1) The peptide sequence is LHQNFKDTSMQKTIP. The MHC is HLA-DQA10501-DQB10303 with pseudo-sequence HLA-DQA10501-DQB10303. The binding affinity (normalized) is 0.437. (2) The peptide sequence is NDKFLANVSTVLTGK. The MHC is DRB1_0101 with pseudo-sequence DRB1_0101. The binding affinity (normalized) is 0.909. (3) The peptide sequence is VRFQEAANKQKQELD. The MHC is DRB1_1201 with pseudo-sequence DRB1_1201. The binding affinity (normalized) is 0. (4) The peptide sequence is TILKALGPAATLEEMMTA. The MHC is DRB1_0405 with pseudo-sequence DRB1_0405. The binding affinity (normalized) is 0.654.